This data is from Catalyst prediction with 721,799 reactions and 888 catalyst types from USPTO. The task is: Predict which catalyst facilitates the given reaction. (1) Reactant: [OH:1][CH2:2][C:3]1[CH:8]=[CH:7][CH:6]=[CH:5][C:4]=1B(O)O.[OH-].[Na+].[ClH:14].[N:15]12[CH2:22][CH2:21][CH:18]([CH2:19][CH2:20]1)[CH:17]([CH2:23][C:24]([NH:26][C:27]1[CH:32]=[CH:31][CH:30]=[C:29](Br)[CH:28]=1)=[O:25])[CH2:16]2. Product: [ClH:14].[N:15]12[CH2:22][CH2:21][CH:18]([CH2:19][CH2:20]1)[CH:17]([CH2:23][C:24]([NH:26][C:27]1[CH:28]=[C:29]([C:4]3[CH:5]=[CH:6][CH:7]=[CH:8][C:3]=3[CH2:2][OH:1])[CH:30]=[CH:31][CH:32]=1)=[O:25])[CH2:16]2. The catalyst class is: 151. (2) Reactant: [Br:1][C:2]1[CH:7]=[CH:6][C:5]([C:8]2[CH:13]=[CH:12][CH:11]=[CH:10][C:9]=2[NH2:14])=[CH:4][CH:3]=1.C1CCN2C(=NCCC2)CC1.[CH:26]([S:29](Cl)(=[O:31])=[O:30])([CH3:28])[CH3:27]. Product: [Br:1][C:2]1[CH:3]=[CH:4][C:5]([C:8]2[CH:13]=[CH:12][CH:11]=[CH:10][C:9]=2[NH:14][S:29]([CH:26]([CH3:28])[CH3:27])(=[O:31])=[O:30])=[CH:6][CH:7]=1. The catalyst class is: 2. (3) Reactant: Br[C:2]1[CH:3]=[C:4]2[C:9](=[CH:10][CH:11]=1)[CH2:8][CH2:7][CH2:6][CH2:5]2.[B:12]([O-])([O-:14])[O-:13].Cl.O. Product: [CH2:8]1[C:9]2[C:4](=[CH:3][C:2]([B:12]([OH:14])[OH:13])=[CH:11][CH:10]=2)[CH2:5][CH2:6][CH2:7]1. The catalyst class is: 323. (4) Reactant: [CH2:1]([C:8]1[O:9][C:10]([CH3:33])=[C:11]([CH2:13][N:14]([CH2:31][CH3:32])[C:15]2[CH:20]=[CH:19][C:18]([C:21]([OH:30])([C:26]([F:29])([F:28])[F:27])[C:22]([F:25])([F:24])[F:23])=[CH:17][CH:16]=2)[N:12]=1)C1C=CC=CC=1. Product: [CH2:31]([N:14]([CH2:13][C:11]1[N:12]=[C:8]([CH2:1][CH2:21][C:18]2[CH:19]=[CH:20][CH:15]=[CH:16][CH:17]=2)[O:9][C:10]=1[CH3:33])[C:15]1[CH:16]=[CH:17][C:18]([C:21]([OH:30])([C:26]([F:29])([F:27])[F:28])[C:22]([F:23])([F:25])[F:24])=[CH:19][CH:20]=1)[CH3:32]. The catalyst class is: 19. (5) Reactant: [C:1]([C:3]1[CH:11]=[CH:10][C:6]([C:7]([OH:9])=O)=[CH:5][N:4]=1)#[N:2].[CH:12]1([CH2:15][N:16]2[C:24]3[N:23]=[C:22]([CH2:25][C:26]4[CH:31]=[CH:30][C:29]([NH:32][CH3:33])=[CH:28][CH:27]=4)[NH:21][C:20]=3[C:19](=[O:34])[N:18]([CH2:35][C:36]3[CH:41]=[CH:40][CH:39]=[CH:38][C:37]=3[F:42])[C:17]2=[O:43])[CH2:14][CH2:13]1. Product: [C:1]([C:3]1[CH:11]=[CH:10][C:6]([C:7]([N:32]([C:29]2[CH:30]=[CH:31][C:26]([CH2:25][C:22]3[NH:21][C:20]4[C:19](=[O:34])[N:18]([CH2:35][C:36]5[CH:41]=[CH:40][CH:39]=[CH:38][C:37]=5[F:42])[C:17](=[O:43])[N:16]([CH2:15][CH:12]5[CH2:14][CH2:13]5)[C:24]=4[N:23]=3)=[CH:27][CH:28]=2)[CH3:33])=[O:9])=[CH:5][N:4]=1)#[N:2]. The catalyst class is: 277. (6) Product: [CH3:1][O:2][C:3]1[C:8]([O:9][CH3:10])=[CH:7][CH:6]=[C:5]2[C:4]=1[CH2:11][CH2:12][CH2:13][C:14]2=[O:16]. The catalyst class is: 8. Reactant: [CH3:1][O:2][C:3]1[C:8]([O:9][CH3:10])=[CH:7][CH:6]=[CH:5][C:4]=1[CH2:11][CH2:12][CH2:13][C:14]([OH:16])=O.